Dataset: Full USPTO retrosynthesis dataset with 1.9M reactions from patents (1976-2016). Task: Predict the reactants needed to synthesize the given product. Given the product [CH2:1]([C:5]1([C:8]2[CH:35]=[CH:34][C:11]([CH2:12][NH:13][S:14]([C:17]3[CH:18]=[CH:19][N:20]=[CH:21][CH:22]=3)(=[O:16])=[O:15])=[CH:10][CH:9]=2)[CH2:7][CH2:6]1)[CH2:2][CH2:3][CH3:4], predict the reactants needed to synthesize it. The reactants are: [CH2:1]([C:5]1([C:8]2[CH:35]=[CH:34][C:11]([CH2:12][N:13](CC3C=CC(OC)=CC=3OC)[S:14]([C:17]3[CH:22]=[CH:21][N:20]=[CH:19][CH:18]=3)(=[O:16])=[O:15])=[CH:10][CH:9]=2)[CH2:7][CH2:6]1)[CH2:2][CH2:3][CH3:4].FC(F)(F)C(O)=O.